Dataset: Catalyst prediction with 721,799 reactions and 888 catalyst types from USPTO. Task: Predict which catalyst facilitates the given reaction. (1) The catalyst class is: 2. Reactant: C(OC([N:8]1[CH2:13][CH2:12][CH2:11][C@@H:10]([NH:14][C:15]2[N:20]=[CH:19][C:18]([Br:21])=[CH:17][N:16]=2)[CH2:9]1)=O)(C)(C)C.C(O)(C(F)(F)F)=O. Product: [Br:21][C:18]1[CH:17]=[N:16][C:15]([NH:14][C@@H:10]2[CH2:11][CH2:12][CH2:13][NH:8][CH2:9]2)=[N:20][CH:19]=1. (2) Reactant: [C:1]([O:5][C:6](=[O:39])[CH2:7][CH2:8][O:9][CH2:10][CH2:11][O:12][CH2:13][CH2:14][NH:15][CH:16]1[CH2:21][CH2:20][N:19]([C:22]([O:24][CH2:25][CH:26]2[C:38]3[CH:37]=[CH:36][CH:35]=[CH:34][C:33]=3[C:32]3[C:27]2=[CH:28][CH:29]=[CH:30][CH:31]=3)=[O:23])[CH2:18][CH2:17]1)([CH3:4])([CH3:3])[CH3:2].[C:40]1(=[O:46])[O:45][C:43](=[O:44])[CH2:42][CH2:41]1. Product: [CH:28]1[C:27]2[CH:26]([CH2:25][O:24][C:22]([N:19]3[CH2:20][CH2:21][CH:16]([N:15]([C:40](=[O:46])[CH2:41][CH2:42][C:43]([OH:45])=[O:44])[CH2:14][CH2:13][O:12][CH2:11][CH2:10][O:9][CH2:8][CH2:7][C:6](=[O:39])[O:5][C:1]([CH3:4])([CH3:2])[CH3:3])[CH2:17][CH2:18]3)=[O:23])[C:38]3[C:33](=[CH:34][CH:35]=[CH:36][CH:37]=3)[C:32]=2[CH:31]=[CH:30][CH:29]=1. The catalyst class is: 4. (3) Reactant: [F:1][C:2]([F:31])([F:30])[C:3]1[CH:4]=[C:5]([C@H:13]([O:15][C@H:16]2[CH2:20][CH2:19][C@@H:18]([NH:21][CH3:22])[C@@H:17]2[C:23]2[CH:28]=[CH:27][C:26]([F:29])=[CH:25][CH:24]=2)[CH3:14])[CH:6]=[C:7]([C:9]([F:12])([F:11])[F:10])[CH:8]=1.Br[CH2:33][CH2:34][C:35]([O:37][CH3:38])=[O:36].CCN(C(C)C)C(C)C. Product: [F:12][C:9]([F:10])([F:11])[C:7]1[CH:6]=[C:5]([C@H:13]([O:15][C@H:16]2[CH2:20][CH2:19][C@@H:18]([N:21]([CH2:33][CH2:34][C:35]([O:37][CH3:38])=[O:36])[CH3:22])[C@@H:17]2[C:23]2[CH:28]=[CH:27][C:26]([F:29])=[CH:25][CH:24]=2)[CH3:14])[CH:4]=[C:3]([C:2]([F:1])([F:30])[F:31])[CH:8]=1. The catalyst class is: 10. (4) Reactant: [OH:1][C:2]1[CH:15]=[CH:14][C:5]([O:6][C:7]([CH3:13])([CH3:12])[C:8]([NH:10][CH3:11])=[O:9])=[CH:4][CH:3]=1.[Cl:16][C:17]1[CH:18]=[C:19]([CH:22]=[CH:23][CH:24]=1)[CH2:20]Br.C(=O)([O-])[O-].[K+].[K+]. Product: [Cl:16][C:17]1[CH:18]=[C:19]([CH:22]=[CH:23][CH:24]=1)[CH2:20][O:1][C:2]1[CH:3]=[CH:4][C:5]([O:6][C:7]([CH3:12])([CH3:13])[C:8]([NH:10][CH3:11])=[O:9])=[CH:14][CH:15]=1. The catalyst class is: 131. (5) Reactant: [CH3:1][O:2][C:3]1[CH:12]=[C:11]([C:13]([F:16])([F:15])[F:14])[C:6]([C:7](OC)=[O:8])=[CH:5][N:4]=1.[H-].C([Al+]CC(C)C)C(C)C. Product: [CH3:1][O:2][C:3]1[N:4]=[CH:5][C:6]([CH2:7][OH:8])=[C:11]([C:13]([F:16])([F:14])[F:15])[CH:12]=1. The catalyst class is: 11. (6) Reactant: [ClH:1].[NH2:2][C@@H:3]1[CH2:5][C@H:4]1[C:6]1[CH:11]=[CH:10][C:9]([NH:12][C:13](=[O:24])[C:14]2[CH:19]=[CH:18][CH:17]=[C:16]([C:20]([F:23])([F:22])[F:21])[CH:15]=2)=[CH:8][CH:7]=1.[S:25]1(=[O:33])(=[O:32])[CH2:30][CH2:29][C:28](=O)[CH2:27][CH2:26]1.C(O)(=O)C.C(=O)([O-])O.[Na+]. Product: [ClH:1].[O:32]=[S:25]1(=[O:33])[CH2:30][CH2:29][CH:28]([NH:2][C@@H:3]2[CH2:5][C@H:4]2[C:6]2[CH:7]=[CH:8][C:9]([NH:12][C:13](=[O:24])[C:14]3[CH:19]=[CH:18][CH:17]=[C:16]([C:20]([F:22])([F:23])[F:21])[CH:15]=3)=[CH:10][CH:11]=2)[CH2:27][CH2:26]1. The catalyst class is: 5. (7) Reactant: [CH2:1]([O:3][C:4]([N:6]1[C:15]2[C:10](=[N:11][C:12]([O:16][CH3:17])=[CH:13][CH:14]=2)[C@@H:9]([NH2:18])[CH2:8][C@H:7]1[CH2:19][CH3:20])=[O:5])[CH3:2].[CH2:21]([O:23][C:24]([C:26]1[N:27]=[C:28](Cl)[O:29][CH:30]=1)=[O:25])[CH3:22].C(N(C(C)C)CC)(C)C.O. Product: [CH2:1]([O:3][C:4]([N:6]1[C:15]2[C:10](=[N:11][C:12]([O:16][CH3:17])=[CH:13][CH:14]=2)[C@@H:9]([NH:18][C:28]2[O:29][CH:30]=[C:26]([C:24]([O:23][CH2:21][CH3:22])=[O:25])[N:27]=2)[CH2:8][C@H:7]1[CH2:19][CH3:20])=[O:5])[CH3:2]. The catalyst class is: 155. (8) Reactant: [OH:1][C:2]1[CH:3]=[C:4]([CH:12]=[CH:13][CH:14]=1)[CH:5]([OH:11])[C:6]([O:8][CH2:9][CH3:10])=[O:7].[Br:15][CH2:16][CH2:17][CH2:18]Br.C(=O)([O-])[O-].[K+].[K+]. Product: [Br:15][CH2:16][CH2:17][CH2:18][O:1][C:2]1[CH:3]=[C:4]([CH:12]=[CH:13][CH:14]=1)[CH:5]([OH:11])[C:6]([O:8][CH2:9][CH3:10])=[O:7]. The catalyst class is: 3.